Dataset: Peptide-MHC class I binding affinity with 185,985 pairs from IEDB/IMGT. Task: Regression. Given a peptide amino acid sequence and an MHC pseudo amino acid sequence, predict their binding affinity value. This is MHC class I binding data. (1) The peptide sequence is FLAALFYTS. The MHC is HLA-A02:02 with pseudo-sequence HLA-A02:02. The binding affinity (normalized) is 0.929. (2) The peptide sequence is LPFPFLYKFLL. The MHC is HLA-A31:01 with pseudo-sequence HLA-A31:01. The binding affinity (normalized) is 0.277. (3) The peptide sequence is VHYGQGWLY. The MHC is HLA-A02:16 with pseudo-sequence HLA-A02:16. The binding affinity (normalized) is 0.0847.